Dataset: NCI-60 drug combinations with 297,098 pairs across 59 cell lines. Task: Regression. Given two drug SMILES strings and cell line genomic features, predict the synergy score measuring deviation from expected non-interaction effect. (1) Drug 1: C1=NC2=C(N=C(N=C2N1C3C(C(C(O3)CO)O)O)F)N. Drug 2: C1=NC2=C(N1)C(=S)N=CN2. Cell line: HCT116. Synergy scores: CSS=48.8, Synergy_ZIP=-6.99, Synergy_Bliss=-8.37, Synergy_Loewe=-22.0, Synergy_HSA=-5.90. (2) Drug 1: CCCS(=O)(=O)NC1=C(C(=C(C=C1)F)C(=O)C2=CNC3=C2C=C(C=N3)C4=CC=C(C=C4)Cl)F. Drug 2: C1=NC2=C(N=C(N=C2N1C3C(C(C(O3)CO)O)F)Cl)N. Cell line: T-47D. Synergy scores: CSS=6.07, Synergy_ZIP=-0.202, Synergy_Bliss=3.21, Synergy_Loewe=0.941, Synergy_HSA=1.61. (3) Drug 1: CCC1(CC2CC(C3=C(CCN(C2)C1)C4=CC=CC=C4N3)(C5=C(C=C6C(=C5)C78CCN9C7C(C=CC9)(C(C(C8N6C=O)(C(=O)OC)O)OC(=O)C)CC)OC)C(=O)OC)O.OS(=O)(=O)O. Drug 2: CCC1(CC2CC(C3=C(CCN(C2)C1)C4=CC=CC=C4N3)(C5=C(C=C6C(=C5)C78CCN9C7C(C=CC9)(C(C(C8N6C)(C(=O)OC)O)OC(=O)C)CC)OC)C(=O)OC)O.OS(=O)(=O)O. Cell line: SK-OV-3. Synergy scores: CSS=11.1, Synergy_ZIP=3.24, Synergy_Bliss=8.83, Synergy_Loewe=3.12, Synergy_HSA=6.66. (4) Drug 1: CCC1(CC2CC(C3=C(CCN(C2)C1)C4=CC=CC=C4N3)(C5=C(C=C6C(=C5)C78CCN9C7C(C=CC9)(C(C(C8N6C=O)(C(=O)OC)O)OC(=O)C)CC)OC)C(=O)OC)O.OS(=O)(=O)O. Drug 2: B(C(CC(C)C)NC(=O)C(CC1=CC=CC=C1)NC(=O)C2=NC=CN=C2)(O)O. Cell line: RPMI-8226. Synergy scores: CSS=11.9, Synergy_ZIP=-2.14, Synergy_Bliss=-5.50, Synergy_Loewe=-19.5, Synergy_HSA=-12.3.